From a dataset of Full USPTO retrosynthesis dataset with 1.9M reactions from patents (1976-2016). Predict the reactants needed to synthesize the given product. Given the product [F:29][C:26]1[CH:27]=[CH:28][C:23]([NH:1][C:2]2[C:11]3[C:6](=[C:7]([C:12]([O:14][CH3:15])=[O:13])[CH:8]=[CH:9][CH:10]=3)[N:5]=[C:4]([C:16]3[CH:17]=[N:18][CH:19]=[CH:20][CH:21]=3)[N:3]=2)=[N:24][CH:25]=1, predict the reactants needed to synthesize it. The reactants are: [NH2:1][C:2]1[C:11]2[C:6](=[C:7]([C:12]([O:14][CH3:15])=[O:13])[CH:8]=[CH:9][CH:10]=2)[N:5]=[C:4]([C:16]2[CH:17]=[N:18][CH:19]=[CH:20][CH:21]=2)[N:3]=1.Br[C:23]1[CH:28]=[CH:27][C:26]([F:29])=[CH:25][N:24]=1.CC1(C)C2C(=C(P(C3C=CC=CC=3)C3C=CC=CC=3)C=CC=2)OC2C(P(C3C=CC=CC=3)C3C=CC=CC=3)=CC=CC1=2.CC(C)([O-])C.[Na+].